This data is from Full USPTO retrosynthesis dataset with 1.9M reactions from patents (1976-2016). The task is: Predict the reactants needed to synthesize the given product. (1) Given the product [CH3:16][C:15]1[C:6]([CH2:4][O:3][C:1]2[CH:23]=[CH:22][CH:18]=[CH:19][CH:2]=2)=[N:7][N:8]2[CH2:13][CH2:12][NH:11][C:10](=[O:14])[C:9]=12, predict the reactants needed to synthesize it. The reactants are: [CH2:1]([O:3][C:4]([C:6]1[C:15]([CH3:16])=[C:9]2[C:10](=[O:14])[NH:11][CH2:12][CH2:13][N:8]2[N:7]=1)=O)[CH3:2].Cl[C:18]1[C:19](CO)=NN2CCN[C:23](=O)[C:22]=12.ClC1C(COC2C=CC=CC=2)=NN2CCNC(=O)C=12. (2) The reactants are: CC1C=CC(S(O[CH:12]([CH:17]2[CH2:22][CH2:21][CH2:20][CH2:19][CH2:18]2)[C:13](Cl)(Cl)Cl)(=O)=O)=CC=1.[Li]C.[CH3:25][Si:26](Cl)([CH3:28])[CH3:27]. Given the product [CH:17]1([C:12]#[C:13][Si:26]([CH3:28])([CH3:27])[CH3:25])[CH2:22][CH2:21][CH2:20][CH2:19][CH2:18]1, predict the reactants needed to synthesize it.